This data is from Full USPTO retrosynthesis dataset with 1.9M reactions from patents (1976-2016). The task is: Predict the reactants needed to synthesize the given product. Given the product [C:1]([O:5][C:6](=[O:19])[NH:7][C@H:8]([CH2:9][C:10]1[CH:15]=[CH:14][CH:13]=[CH:12][CH:11]=1)[C@@H:16]([OH:17])[CH2:18][N:20]1[C:28]2[C:23](=[CH:24][CH:25]=[CH:26][CH:27]=2)[CH:22]=[N:21]1)([CH3:4])([CH3:3])[CH3:2], predict the reactants needed to synthesize it. The reactants are: [C:1]([O:5][C:6](=[O:19])[NH:7][C@@H:8]([C@@H:16]1[CH2:18][O:17]1)[CH2:9][C:10]1[CH:15]=[CH:14][CH:13]=[CH:12][CH:11]=1)([CH3:4])([CH3:3])[CH3:2].[NH:20]1[C:28]2[C:23](=[CH:24][CH:25]=[CH:26][CH:27]=2)[CH:22]=[N:21]1.